Dataset: Forward reaction prediction with 1.9M reactions from USPTO patents (1976-2016). Task: Predict the product of the given reaction. (1) Given the reactants [OH:1][C:2]1[C:7]([O:8][CH3:9])=[C:6]([O:10][CH3:11])[C:5]([OH:12])=[C:4]([CH3:13])[C:3]=1[CH:14]([C:20]1[CH:25]=[CH:24][CH:23]=[CH:22][CH:21]=1)[CH2:15][CH2:16][C:17]([OH:19])=[O:18].[N+]([O-])([O-])=O.[Ce].[NH4+].O.CCOCC, predict the reaction product. The product is: [CH3:11][O:10][C:6]1[C:5](=[O:12])[C:4]([CH3:13])=[C:3]([CH:14]([C:20]2[CH:25]=[CH:24][CH:23]=[CH:22][CH:21]=2)[CH2:15][CH2:16][C:17]([OH:19])=[O:18])[C:2](=[O:1])[C:7]=1[O:8][CH3:9]. (2) Given the reactants [Br:1][C:2]1[CH:10]=[C:9]2[C:5]([CH:6]=[C:7]([C:11]([O:13][CH2:14][CH3:15])=[O:12])[NH:8]2)=[CH:4][CH:3]=1.[Sn](Cl)(Cl)(Cl)Cl.[CH3:21][C:22]1[C:30]([N+:31]([O-:33])=[O:32])=[CH:29][CH:28]=[CH:27][C:23]=1[C:24](Cl)=[O:25], predict the reaction product. The product is: [Br:1][C:2]1[CH:10]=[C:9]2[C:5]([C:6]([C:24](=[O:25])[C:23]3[CH:27]=[CH:28][CH:29]=[C:30]([N+:31]([O-:33])=[O:32])[C:22]=3[CH3:21])=[C:7]([C:11]([O:13][CH2:14][CH3:15])=[O:12])[NH:8]2)=[CH:4][CH:3]=1. (3) Given the reactants [OH-].[Na+].[Cl:3][C:4]1[CH:9]=[CH:8][C:7]([C@H:10]2[C@H:15]([O:16][CH2:17][C:18]3[CH:23]=[CH:22][CH:21]=[CH:20][CH:19]=3)[C@@H:14]([O:24][CH2:25][C:26]3[CH:31]=[CH:30][CH:29]=[CH:28][CH:27]=3)[C@H:13]([O:32][CH2:33][C:34]3[CH:39]=[CH:38][CH:37]=[CH:36][CH:35]=3)[C@@H:12]([CH2:40][O:41][CH2:42][C:43]3[CH:48]=[CH:47][CH:46]=[CH:45][CH:44]=3)[O:11]2)=[CH:6][C:5]=1[CH:49]([C:54]1[N:55]=[N:56][C:57]2[CH:63]=[C:62]([CH3:64])[CH:61]=[CH:60][C:58]=2[N:59]=1)C(OC)=O.C1COCC1.CO, predict the reaction product. The product is: [Cl:3][C:4]1[CH:9]=[CH:8][C:7]([C@H:10]2[C@H:15]([O:16][CH2:17][C:18]3[CH:23]=[CH:22][CH:21]=[CH:20][CH:19]=3)[C@@H:14]([O:24][CH2:25][C:26]3[CH:31]=[CH:30][CH:29]=[CH:28][CH:27]=3)[C@H:13]([O:32][CH2:33][C:34]3[CH:35]=[CH:36][CH:37]=[CH:38][CH:39]=3)[C@@H:12]([CH2:40][O:41][CH2:42][C:43]3[CH:44]=[CH:45][CH:46]=[CH:47][CH:48]=3)[O:11]2)=[CH:6][C:5]=1[CH2:49][C:54]1[N:55]=[N:56][C:57]2[CH:63]=[C:62]([CH3:64])[CH:61]=[CH:60][C:58]=2[N:59]=1. (4) The product is: [CH:19]([N:18]1[CH:17]=[N:16][N:15]=[C:14]1[N:8]1[N:7]=[C:6]2[C:10]([CH2:11][CH2:12][O:13][C:4]3[CH:3]=[CH:2][CH:23]=[CH:22][C:5]=32)=[CH:9]1)([CH3:21])[CH3:20]. Given the reactants Br[C:2]1[CH:23]=[CH:22][C:5]2[C:6]3[C:10]([CH2:11][CH2:12][O:13][C:4]=2[CH:3]=1)=[CH:9][N:8]([C:14]1[N:18]([CH:19]([CH3:21])[CH3:20])[CH:17]=[N:16][N:15]=1)[N:7]=3, predict the reaction product. (5) Given the reactants [Br:1][C:2]1[CH:3]=[C:4]([CH:7]=[CH:8][CH:9]=1)[CH:5]=[O:6].[CH2:10]([Mg]Br)[CH:11]=[CH2:12], predict the reaction product. The product is: [Br:1][C:2]1[CH:3]=[C:4]([CH:5]([OH:6])[CH2:12][CH:11]=[CH2:10])[CH:7]=[CH:8][CH:9]=1. (6) Given the reactants [BH4-].[Na+].[Br:3][C:4]1[CH:5]=[C:6]([CH:11]=[C:12]([Br:15])[C:13]=1[Cl:14])[C:7](OC)=[O:8], predict the reaction product. The product is: [Br:3][C:4]1[CH:5]=[C:6]([CH2:7][OH:8])[CH:11]=[C:12]([Br:15])[C:13]=1[Cl:14]. (7) Given the reactants [Cl:1][C:2]1[C:11]2[C:6](=[CH:7][CH:8]=[CH:9][CH:10]=2)[C:5]([N:12]2[CH2:17][CH2:16][NH:15][C@@H:14]([CH3:18])[CH2:13]2)=[N:4][N:3]=1.[C:19]([O:23][C:24](=O)[O:25]C(C)(C)C)([CH3:22])([CH3:21])[CH3:20].C(N(CC)C(C)C)(C)C, predict the reaction product. The product is: [Cl:1][C:2]1[C:11]2[C:6](=[CH:7][CH:8]=[CH:9][CH:10]=2)[C:5]([N:12]2[CH2:17][CH2:16][N:15]([C:24]([O:23][C:19]([CH3:22])([CH3:21])[CH3:20])=[O:25])[C@@H:14]([CH3:18])[CH2:13]2)=[N:4][N:3]=1. (8) Given the reactants Br[C:2]1[CH:3]=[C:4]([NH:8][C:9]2[C:18]3[C:13](=[CH:14][CH:15]=[CH:16][CH:17]=3)[N:12]=[C:11]([CH3:19])[CH:10]=2)[CH:5]=[CH:6][CH:7]=1.[C:20]([O-:23])(O)=O.[Na+], predict the reaction product. The product is: [CH3:19][C:11]1[CH:10]=[C:9]([NH:8][C:4]2[CH:3]=[C:2]([C:2]3[C:7]([CH:20]=[O:23])=[CH:6][CH:5]=[CH:4][CH:3]=3)[CH:7]=[CH:6][CH:5]=2)[C:18]2[C:13](=[CH:14][CH:15]=[CH:16][CH:17]=2)[N:12]=1.